Task: Predict the reaction yield, written as a fraction of the theoretical maximum amount of product (1.0 means a 100% yield; for example, 0.34 means a 34% yield).. Dataset: Reaction yield outcomes from USPTO patents with 853,638 reactions (1) The reactants are [NH2:1][C:2]1[CH:10]=[C:6]([C:7]([OH:9])=[O:8])[C:5]([OH:11])=[CH:4][CH:3]=1.[N+:12]([C:15]1[CH:23]=[CH:22][C:18]([CH2:19][CH2:20]Br)=[CH:17][CH:16]=1)([O-:14])=[O:13]. No catalyst specified. The product is [N+:12]([C:15]1[CH:23]=[CH:22][C:18]([CH2:19][CH2:20][NH:1][C:2]2[CH:10]=[C:6]([C:7]([OH:9])=[O:8])[C:5]([OH:11])=[CH:4][CH:3]=2)=[CH:17][CH:16]=1)([O-:14])=[O:13]. The yield is 0.500. (2) The reactants are [O-]CC.[Na+:4].[C:5]1([CH3:15])[CH:10]=[CH:9][C:8]([S:11]([NH2:14])(=[O:13])=[O:12])=[CH:7][CH:6]=1. The catalyst is C(O)C. The product is [Na+:4].[C:5]1([CH3:15])[CH:6]=[CH:7][C:8]([S:11]([NH-:14])(=[O:12])=[O:13])=[CH:9][CH:10]=1. The yield is 0.906. (3) The product is [F:13][C:14]1[CH:19]=[C:18]([O:20][CH:21]([CH3:22])[CH3:23])[CH:17]=[C:16]([F:24])[C:15]=1[C:2]1[N:7]=[C:6]([C:8]([O:10][CH3:11])=[O:9])[CH:5]=[CH:4][C:3]=1[F:12]. The yield is 0.270. The reactants are Br[C:2]1[N:7]=[C:6]([C:8]([O:10][CH3:11])=[O:9])[CH:5]=[CH:4][C:3]=1[F:12].[F:13][C:14]1[CH:19]=[C:18]([O:20][CH:21]([CH3:23])[CH3:22])[CH:17]=[C:16]([F:24])[C:15]=1B1OC(C)(C)C(C)(C)O1. No catalyst specified. (4) The reactants are [H-].[Na+].[CH:3]1[C:15]2[NH:14][C:13]3[C:8](=[CH:9][CH:10]=[CH:11][CH:12]=3)[C:7]=2[CH:6]=[CH:5][CH:4]=1.[H][H].Cl.[CH2:19]([N:21]([CH2:25][CH3:26])[CH2:22][CH2:23]Cl)[CH3:20]. The catalyst is CN(C=O)C.O. The product is [CH2:19]([N:21]([CH2:25][CH3:26])[CH2:22][CH2:23][N:14]1[C:13]2[CH:12]=[CH:11][CH:10]=[CH:9][C:8]=2[C:7]2[C:15]1=[CH:3][CH:4]=[CH:5][CH:6]=2)[CH3:20]. The yield is 0.930. (5) The reactants are [S:1]1[C:5]2[CH:6]=[CH:7][CH:8]=[CH:9][C:4]=2[N:3]=[C:2]1[CH:10]([C:13]1[CH:18]=[CH:17][N:16]=[C:15](Cl)[N:14]=1)[C:11]#[N:12].[NH3:20]. The catalyst is C(O)C. The product is [NH2:20][C:15]1[N:14]=[C:13]([CH:10]([C:2]2[S:1][C:5]3[CH:6]=[CH:7][CH:8]=[CH:9][C:4]=3[N:3]=2)[C:11]#[N:12])[CH:18]=[CH:17][N:16]=1. The yield is 0.510. (6) The reactants are Br[C:2]1[CH:7]=[CH:6][C:5]([NH:8][C:9]([C:11]2[CH:12]=[CH:13][C:14]3[O:19][CH2:18][CH2:17][N:16]([S:20]([C:23]4[CH:28]=[C:27]([Cl:29])[CH:26]=[CH:25][C:24]=4[O:30][CH3:31])(=[O:22])=[O:21])[C:15]=3[CH:32]=2)=[O:10])=[CH:4][C:3]=1[C:33]#[N:34].C(N([CH2:40][CH3:41])CC)C.[C:42]([O:45][CH2:46]C)(=[O:44])C. The catalyst is C(O)CC. The product is [CH2:46]([O:45][C:42](=[O:44])[C:2]1[CH:7]=[CH:6][C:5]([NH:8][C:9]([C:11]2[CH:12]=[CH:13][C:14]3[O:19][CH2:18][CH2:17][N:16]([S:20]([C:23]4[CH:28]=[C:27]([Cl:29])[CH:26]=[CH:25][C:24]=4[O:30][CH3:31])(=[O:21])=[O:22])[C:15]=3[CH:32]=2)=[O:10])=[CH:4][C:3]=1[C:33]#[N:34])[CH2:40][CH3:41]. The yield is 0.420. (7) The reactants are [CH:1]1([CH2:4][N:5]([CH2:42][CH:43]2[CH2:45][CH2:44]2)[C:6]2[C:15]([CH2:16][N:17]([C:33]3[N:34]=[N:35][N:36]([CH2:38][CH2:39][OH:40])[N:37]=3)[CH2:18][C:19]3[CH:24]=[C:23]([C:25]([F:28])([F:27])[F:26])[CH:22]=[C:21]([C:29]([F:32])([F:31])[F:30])[CH:20]=3)=[CH:14][C:13]3[C:8](=[C:9]([CH3:41])[CH:10]=[CH:11][CH:12]=3)[N:7]=2)[CH2:3][CH2:2]1.[OH-].[Na+].O.[CH3:49]SC. The catalyst is CCCC[N+](CCCC)(CCCC)CCCC.[Br-].C(Cl)Cl. The product is [F:31][C:29]([F:32])([F:30])[C:21]1[CH:20]=[C:19]([CH:24]=[C:23]([C:25]([F:26])([F:27])[F:28])[CH:22]=1)[CH2:18][N:17]([CH2:16][C:15]1[C:6]([N:5]([CH2:4][CH:1]2[CH2:3][CH2:2]2)[CH2:42][CH:43]2[CH2:45][CH2:44]2)=[N:7][C:8]2[C:13]([CH:14]=1)=[CH:12][CH:11]=[CH:10][C:9]=2[CH3:41])[C:33]1[N:34]=[N:35][N:36]([CH2:38][CH2:39][O:40][CH3:49])[N:37]=1. The yield is 0.560.